This data is from Full USPTO retrosynthesis dataset with 1.9M reactions from patents (1976-2016). The task is: Predict the reactants needed to synthesize the given product. (1) Given the product [S:19]1[CH:20]=[CH:21][CH:22]=[C:18]1[C:10]1[NH:11][C:12]2[C:17]([C:9]=1[C:6]1[CH:5]=[CH:4][C:3]([OH:2])=[CH:8][CH:7]=1)=[CH:16][CH:15]=[CH:14][CH:13]=2, predict the reactants needed to synthesize it. The reactants are: C[O:2][C:3]1[CH:8]=[CH:7][C:6]([C:9]2[C:17]3[C:12](=[CH:13][CH:14]=[CH:15][CH:16]=3)[NH:11][C:10]=2[C:18]2[S:19][CH:20]=[CH:21][CH:22]=2)=[CH:5][CH:4]=1.B(Br)(Br)Br. (2) Given the product [Cl:12][C:5]1[C:4]2[C:9](=[CH:10][CH:11]=[C:2]([N:20]3[CH2:24][CH2:23][CH:22]([OH:25])[CH2:21]3)[CH:3]=2)[CH:8]=[N:7][CH:6]=1, predict the reactants needed to synthesize it. The reactants are: Br[C:2]1[CH:3]=[C:4]2[C:9](=[CH:10][CH:11]=1)[CH:8]=[N:7][CH:6]=[C:5]2[Cl:12].C(O[Na])(C)(C)C.Cl.[NH:20]1[CH2:24][CH2:23][CH:22]([OH:25])[CH2:21]1. (3) Given the product [C:7]([N:4]1[CH2:5][CH2:6][C@@H:2]([NH:1][S:31]([C:23]2[C:22]([CH3:21])=[C:27]([CH3:28])[CH:26]=[C:25]([CH3:29])[C:24]=2[CH3:30])(=[O:33])=[O:32])[CH2:3]1)#[N:16], predict the reactants needed to synthesize it. The reactants are: [NH2:1][C@@H:2]1[CH2:6][CH2:5][N:4]([C:7](OC(C)(C)C)=O)[CH2:3]1.C([N:16](CC)CC)C.[CH3:21][C:22]1[C:27]([CH3:28])=[CH:26][C:25]([CH3:29])=[C:24]([CH3:30])[C:23]=1[S:31](Cl)(=[O:33])=[O:32].CCN(C(C)C)C(C)C.BrC#N. (4) The reactants are: [CH:1]([C:12]([O:14][CH2:15][CH3:16])=[O:13])([C:7]([O:9][CH2:10][CH3:11])=[O:8])[C:2]([O:4][CH2:5][CH3:6])=[O:3].[N+:17]([C:20]1[CH:28]=[CH:27][C:23]([CH2:24][CH2:25]O)=[CH:22][CH:21]=1)([O-:19])=[O:18].C1(P(C2C=CC=CC=2)C2C=CC=CC=2)C=CC=CC=1.N(C(OC(C)C)=O)=NC(OC(C)C)=O.C1(C)C=CC=CC=1. Given the product [N+:17]([C:20]1[CH:28]=[CH:27][C:23]([CH2:24][CH2:25][C:1]([C:12]([O:14][CH2:15][CH3:16])=[O:13])([C:2]([O:4][CH2:5][CH3:6])=[O:3])[C:7]([O:9][CH2:10][CH3:11])=[O:8])=[CH:22][CH:21]=1)([O-:19])=[O:18], predict the reactants needed to synthesize it.